Dataset: Ames mutagenicity test results for genotoxicity prediction. Task: Regression/Classification. Given a drug SMILES string, predict its toxicity properties. Task type varies by dataset: regression for continuous values (e.g., LD50, hERG inhibition percentage) or binary classification for toxic/non-toxic outcomes (e.g., AMES mutagenicity, cardiotoxicity, hepatotoxicity). Dataset: ames. (1) The compound is O=C1CCCCC1=O. The result is 1 (mutagenic). (2) The molecule is c1ccc2c(c1)Cc1ccccc1-2. The result is 0 (non-mutagenic). (3) The drug is CCCNc1snc2ccccc12. The result is 0 (non-mutagenic).